From a dataset of Full USPTO retrosynthesis dataset with 1.9M reactions from patents (1976-2016). Predict the reactants needed to synthesize the given product. (1) Given the product [OH:2][C:3]1[CH:4]=[C:5]([CH:9]([CH2:16][CH3:17])[CH:10]([CH3:15])[CH2:11][N:12]([CH3:14])[CH3:13])[CH:6]=[CH:7][CH:8]=1, predict the reactants needed to synthesize it. The reactants are: C[O:2][C:3]1[CH:4]=[C:5]([CH:9]([CH2:16][CH3:17])[CH:10]([CH3:15])[CH2:11][N:12]([CH3:14])[CH3:13])[CH:6]=[CH:7][CH:8]=1.I. (2) Given the product [Cl:14][C:5]1[C:6]([CH:9]([O:12][CH3:13])[O:10][CH3:11])=[C:7]([NH2:8])[C:2]([C:19]2[C:18]([CH3:31])=[N:17][N:16]([CH3:15])[C:20]=2[CH3:21])=[N:3][CH:4]=1, predict the reactants needed to synthesize it. The reactants are: Br[C:2]1[C:7]([NH2:8])=[C:6]([CH:9]([O:12][CH3:13])[O:10][CH3:11])[C:5]([Cl:14])=[CH:4][N:3]=1.[CH3:15][N:16]1[C:20]([CH3:21])=[C:19](B2OC(C)(C)C(C)(C)O2)[C:18]([CH3:31])=[N:17]1.C(=O)([O-])[O-].[Na+].[Na+].O. (3) Given the product [C:3]([O:7][C:8]([N:10]([CH3:30])[CH2:11][CH2:12][O:13][CH2:14][CH2:15][O:16][CH2:17][CH2:18][O:19][CH2:20][CH2:21][O:22][CH2:23][CH2:24][C:25]([OH:27])=[O:26])=[O:9])([CH3:6])([CH3:4])[CH3:5], predict the reactants needed to synthesize it. The reactants are: [H-].[Na+].[C:3]([O:7][C:8]([NH:10][CH2:11][CH2:12][O:13][CH2:14][CH2:15][O:16][CH2:17][CH2:18][O:19][CH2:20][CH2:21][O:22][CH2:23][CH2:24][C:25]([OH:27])=[O:26])=[O:9])([CH3:6])([CH3:5])[CH3:4].IC.[C:30](O)(=O)C. (4) Given the product [F:18][C:13]1[CH:12]=[C:11]([C:8]2[O:9][C:10]3[C:2]([CH:20]=[CH2:21])=[CH:3][C:4]([OH:19])=[CH:5][C:6]=3[N:7]=2)[CH:16]=[CH:15][C:14]=1[OH:17], predict the reactants needed to synthesize it. The reactants are: Br[C:2]1[C:10]2[O:9][C:8]([C:11]3[CH:16]=[CH:15][C:14]([OH:17])=[C:13]([F:18])[CH:12]=3)=[N:7][C:6]=2[CH:5]=[C:4]([OH:19])[CH:3]=1.[CH2:20](OCCOCC)[CH3:21].